From a dataset of Full USPTO retrosynthesis dataset with 1.9M reactions from patents (1976-2016). Predict the reactants needed to synthesize the given product. (1) Given the product [C:27]([NH:30][C:15]([C:14]1[C:10]([C:2]2[S:1][C:5]3[CH2:6][CH2:7][CH2:8][CH2:9][C:4]=3[N:3]=2)=[N:11][N:12]([CH2:18][O:19][CH2:20][CH2:21][Si:22]([CH3:25])([CH3:23])[CH3:24])[CH:13]=1)=[O:17])([CH3:29])([CH3:28])[CH3:26], predict the reactants needed to synthesize it. The reactants are: [S:1]1[C:5]2[CH2:6][CH2:7][CH2:8][CH2:9][C:4]=2[N:3]=[C:2]1[C:10]1[C:14]([C:15]([OH:17])=O)=[CH:13][N:12]([CH2:18][O:19][CH2:20][CH2:21][Si:22]([CH3:25])([CH3:24])[CH3:23])[N:11]=1.[CH3:26][C:27]([NH2:30])([CH3:29])[CH3:28].Cl.CN(C)CCCN=C=NCC.C1C=CC2N(O)N=NC=2C=1. (2) The reactants are: [C:1]([N:5]1[C:14]2[C:9](=[CH:10][CH:11]=[C:12]([N:15]3[CH2:19][CH2:18][CH2:17][CH2:16]3)[N:13]=2)[C:8](=[O:20])[C:7]([C:21]([O:23][CH2:24][CH3:25])=[O:22])=[CH:6]1)([CH3:4])([CH3:3])[CH3:2].[Br:26]N1C(C)(C)C(=O)N(Br)C1=O.S(=O)(O)[O-].[Na+]. Given the product [Br:26][C:11]1[CH:10]=[C:9]2[C:14](=[N:13][C:12]=1[N:15]1[CH2:19][CH2:18][CH2:17][CH2:16]1)[N:5]([C:1]([CH3:4])([CH3:3])[CH3:2])[CH:6]=[C:7]([C:21]([O:23][CH2:24][CH3:25])=[O:22])[C:8]2=[O:20], predict the reactants needed to synthesize it. (3) Given the product [NH2:32][C:8]([C:5]1[S:6][CH:7]=[C:3]([Br:2])[CH:4]=1)([CH3:9])[CH2:10][C:11](=[CH2:12])[CH2:13][OH:14], predict the reactants needed to synthesize it. The reactants are: Cl.[Br:2][C:3]1[CH:4]=[C:5]([C:8]([NH:32]S(C(C)(C)C)=O)([CH2:10][C:11]([CH2:13][O:14][Si](C(C)(C)C)(C2C=CC=CC=2)C2C=CC=CC=2)=[CH2:12])[CH3:9])[S:6][CH:7]=1. (4) The reactants are: [CH3:1][C@@H:2]1[CH2:7][NH:6][CH2:5][CH2:4][NH:3]1.C(=O)([O-])[O-].[K+].[K+].Cl[C:15]1[N:20]=[C:19]([CH3:21])[C:18]([N+:22]([O-:24])=[O:23])=[CH:17][CH:16]=1. Given the product [CH3:1][C@@H:2]1[CH2:7][N:6]([C:15]2[CH:16]=[CH:17][C:18]([N+:22]([O-:24])=[O:23])=[C:19]([CH3:21])[N:20]=2)[CH2:5][CH2:4][NH:3]1, predict the reactants needed to synthesize it. (5) Given the product [C:1]([O:5][C:6](=[O:17])[NH:7][CH2:8][C:9]1[CH:14]=[CH:13][C:12]([CH2:15][N:18]2[CH2:23][CH2:22][O:21][CH2:20][CH2:19]2)=[CH:11][CH:10]=1)([CH3:4])([CH3:3])[CH3:2], predict the reactants needed to synthesize it. The reactants are: [C:1]([O:5][C:6](=[O:17])[NH:7][CH2:8][C:9]1[CH:14]=[CH:13][C:12]([CH:15]=O)=[CH:11][CH:10]=1)([CH3:4])([CH3:3])[CH3:2].[NH:18]1[CH2:23][CH2:22][O:21][CH2:20][CH2:19]1.[BH3-]C#N.[Na+]. (6) Given the product [CH2:1]([O:8][C:9]([C@@H:11]1[CH2:15][CH2:14][CH2:13][N:12]1[C:16](=[O:30])[C@H:17]([NH:27][C:28]([NH:33][CH2:31][CH3:32])=[O:29])[CH2:18][C:19]1[CH:20]=[CH:21][C:22]([O:25][CH3:26])=[CH:23][CH:24]=1)=[O:10])[C:2]1[CH:3]=[CH:4][CH:5]=[CH:6][CH:7]=1, predict the reactants needed to synthesize it. The reactants are: [CH2:1]([O:8][C:9]([C@@H:11]1[CH2:15][CH2:14][CH2:13][N:12]1[C:16](=[O:30])[C@H:17]([N:27]=[C:28]=[O:29])[CH2:18][C:19]1[CH:24]=[CH:23][C:22]([O:25][CH3:26])=[CH:21][CH:20]=1)=[O:10])[C:2]1[CH:7]=[CH:6][CH:5]=[CH:4][CH:3]=1.[CH2:31]([NH2:33])[CH3:32].